From a dataset of Forward reaction prediction with 1.9M reactions from USPTO patents (1976-2016). Predict the product of the given reaction. (1) Given the reactants [Cl:1][C:2]1[CH:3]=[N:4][CH:5]=[C:6]([Cl:20])[C:7]=1[S:8][C:9]1[S:13][C:12]([C:14](Cl)=[O:15])=[CH:11][C:10]=1[N+:17]([O-:19])=[O:18].[F:21][C:22]([F:33])([F:32])[O:23][C:24]1[CH:31]=[CH:30][C:27]([CH2:28][NH2:29])=[CH:26][CH:25]=1, predict the reaction product. The product is: [Cl:1][C:2]1[CH:3]=[N:4][CH:5]=[C:6]([Cl:20])[C:7]=1[S:8][C:9]1[S:13][C:12]([C:14]([NH:29][CH2:28][C:27]2[CH:30]=[CH:31][C:24]([O:23][C:22]([F:21])([F:32])[F:33])=[CH:25][CH:26]=2)=[O:15])=[CH:11][C:10]=1[N+:17]([O-:19])=[O:18]. (2) Given the reactants Br[C:2]1[N:27]=[C:5]2[CH:6]=[N:7][N:8]([CH2:10][C:11]3[O:15][N:14]=[C:13]([C:16]4[CH:21]=[CH:20][C:19]([O:22][CH2:23][CH2:24][CH2:25][CH3:26])=[CH:18][CH:17]=4)[CH:12]=3)[CH:9]=[C:4]2[N:3]=1.[F:28][C:29]1[CH:30]=[C:31](B(O)O)[CH:32]=[CH:33][CH:34]=1, predict the reaction product. The product is: [CH2:23]([O:22][C:19]1[CH:20]=[CH:21][C:16]([C:13]2[CH:12]=[C:11]([CH2:10][N:8]3[CH:9]=[C:4]4[N:3]=[C:2]([C:33]5[CH:32]=[CH:31][CH:30]=[C:29]([F:28])[CH:34]=5)[N:27]=[C:5]4[CH:6]=[N:7]3)[O:15][N:14]=2)=[CH:17][CH:18]=1)[CH2:24][CH2:25][CH3:26].